This data is from Full USPTO retrosynthesis dataset with 1.9M reactions from patents (1976-2016). The task is: Predict the reactants needed to synthesize the given product. (1) Given the product [F:37][C:38]([F:43])([F:42])[C:39]([OH:41])=[O:40].[Cl:29][C:26]1[CH:27]=[CH:28][C:23]([C:11]2([C:21]#[N:22])[CH:10]([CH2:32][C:33]([CH3:36])([CH3:35])[CH3:34])[NH:9][CH:8]([C:6]([OH:7])=[O:5])[CH:12]2[C:13]2[CH:18]=[CH:17][CH:16]=[C:15]([Cl:19])[CH:14]=2)=[C:24]([O:30][CH3:31])[CH:25]=1, predict the reactants needed to synthesize it. The reactants are: C([O:5][C:6]([CH:8]1[CH:12]([C:13]2[CH:18]=[CH:17][CH:16]=[C:15]([Cl:19])[C:14]=2F)[C:11]([C:23]2[CH:28]=[CH:27][C:26]([Cl:29])=[CH:25][C:24]=2[O:30][CH3:31])([C:21]#[N:22])[CH:10]([CH2:32][C:33]([CH3:36])([CH3:35])[CH3:34])[NH:9]1)=[O:7])(C)(C)C.[F:37][C:38]([F:43])([F:42])[C:39]([OH:41])=[O:40]. (2) Given the product [Cl:1][C:2]1[CH:3]=[CH:4][C:5]([N:13]2[CH:17]=[N:16][N:15]=[N:14]2)=[C:6](/[CH:8]=[CH:9]/[C:10]([N:27]2[CH2:28][CH:29]([N:31]3[CH2:32][CH2:33][O:34][CH2:35][CH2:36]3)[CH2:30][CH:25]([C:22]3[CH:21]=[CH:20][C:19]([F:18])=[CH:24][CH:23]=3)[CH:26]2[C:37]([NH:39][C:40]2[CH:41]=[C:42]3[C:46](=[CH:47][CH:48]=2)[NH:45][N:44]=[CH:43]3)=[O:38])=[O:12])[CH:7]=1, predict the reactants needed to synthesize it. The reactants are: [Cl:1][C:2]1[CH:3]=[CH:4][C:5]([N:13]2[CH:17]=[N:16][N:15]=[N:14]2)=[C:6](/[CH:8]=[CH:9]/[C:10]([OH:12])=O)[CH:7]=1.[F:18][C:19]1[CH:24]=[CH:23][C:22]([CH:25]2[CH2:30][CH:29]([N:31]3[CH2:36][CH2:35][O:34][CH2:33][CH2:32]3)[CH2:28][NH:27][CH:26]2[C:37]([NH:39][C:40]2[CH:41]=[C:42]3[C:46](=[CH:47][CH:48]=2)[NH:45][N:44]=[CH:43]3)=[O:38])=[CH:21][CH:20]=1.CCN(C(C)C)C(C)C.CN(C(ON1N=NC2C=CC=NC1=2)=[N+](C)C)C.F[P-](F)(F)(F)(F)F. (3) Given the product [CH2:9]([O:8][C:6]1[CH:7]=[C:2]([O:28][C:21]2[C:22]([F:27])=[CH:23][CH:24]=[C:25]([F:26])[C:20]=2[F:19])[N:3]=[CH:4][N:5]=1)[C:10]#[C:11][CH3:12], predict the reactants needed to synthesize it. The reactants are: Cl[C:2]1[CH:7]=[C:6]([O:8][CH2:9][C:10]#[C:11][CH3:12])[N:5]=[CH:4][N:3]=1.C(=O)([O-])[O-].[K+].[K+].[F:19][C:20]1[C:25]([F:26])=[CH:24][CH:23]=[C:22]([F:27])[C:21]=1[OH:28].[Cl-].[NH4+]. (4) Given the product [CH3:17][O:18][C:19]([C:21]1[N:22]=[CH:23][N:24]([CH:46]2[C:55]3[C:50](=[CH:51][CH:52]=[CH:53][CH:54]=3)[NH:49][C:48](=[O:56])[C:47]2([CH3:58])[CH3:57])[CH:25]=1)=[O:20], predict the reactants needed to synthesize it. The reactants are: N(C(OCCCC)=O)=NC(OCCCC)=O.[CH3:17][O:18][C:19]([C:21]1[NH:22][CH:23]=[N:24][CH:25]=1)=[O:20].C1C=CC(P(C2C=CC=CC=2)C2C=CC=CC=2)=CC=1.O[CH:46]1[C:55]2[C:50](=[CH:51][CH:52]=[CH:53][CH:54]=2)[NH:49][C:48](=[O:56])[C:47]1([CH3:58])[CH3:57]. (5) Given the product [CH2:23]([O:25][C:2]1[CH:3]=[CH:4][C:5]([N+:15]([O-:17])=[O:16])=[C:6]([O:8][C:9]2[CH:13]=[C:12]([CH3:14])[NH:11][N:10]=2)[CH:7]=1)[CH3:24], predict the reactants needed to synthesize it. The reactants are: F[C:2]1[CH:3]=[CH:4][C:5]([N+:15]([O-:17])=[O:16])=[C:6]([O:8][C:9]2[CH:13]=[C:12]([CH3:14])[NH:11][N:10]=2)[CH:7]=1.C(=O)([O-])O.[K+].[CH2:23]([OH:25])[CH3:24].